Dataset: Forward reaction prediction with 1.9M reactions from USPTO patents (1976-2016). Task: Predict the product of the given reaction. (1) Given the reactants [Si:1]([O:8][CH:9]1[CH2:14][CH2:13][N:12]([C:15]2[CH:20]=[CH:19][C:18]([N+:21]([O-])=O)=[CH:17][N:16]=2)[CH2:11][CH2:10]1)([C:4]([CH3:7])([CH3:6])[CH3:5])([CH3:3])[CH3:2].[H][H], predict the reaction product. The product is: [Si:1]([O:8][CH:9]1[CH2:10][CH2:11][N:12]([C:15]2[N:16]=[CH:17][C:18]([NH2:21])=[CH:19][CH:20]=2)[CH2:13][CH2:14]1)([C:4]([CH3:7])([CH3:5])[CH3:6])([CH3:3])[CH3:2]. (2) Given the reactants [OH-].[Na+].[NH2:3][C:4]1[S:5][C:6]2[CH:12]=[C:11]([S:13][C:14]([CH3:21])([CH3:20])[C:15]([O:17]CC)=[O:16])[CH:10]=[CH:9][C:7]=2[N:8]=1, predict the reaction product. The product is: [NH2:3][C:4]1[S:5][C:6]2[CH:12]=[C:11]([S:13][C:14]([CH3:21])([CH3:20])[C:15]([OH:17])=[O:16])[CH:10]=[CH:9][C:7]=2[N:8]=1. (3) Given the reactants [CH3:1][C:2]1[C:7]([CH:8]=O)=[C:6]([O:10][CH3:11])[C:5]([O:12][CH3:13])=[C:4]([O:14][CH3:15])[C:3]=1[O:16][CH3:17].CC1[C:24](/[CH:25]=[CH:26]/[C:27]([O:29][CH2:30][CH3:31])=[O:28])=C(OC)C(OC)=C(OC)C=1OC, predict the reaction product. The product is: [CH3:1][C:2]1[C:7](/[CH:8]=[C:26](\[CH2:25][CH3:24])/[C:27]([O:29][CH2:30][CH3:31])=[O:28])=[C:6]([O:10][CH3:11])[C:5]([O:12][CH3:13])=[C:4]([O:14][CH3:15])[C:3]=1[O:16][CH3:17].